From a dataset of Catalyst prediction with 721,799 reactions and 888 catalyst types from USPTO. Predict which catalyst facilitates the given reaction. (1) Reactant: [C:1]([O:5][C:6]([N:8]1[CH2:13][CH2:12][N:11]([C:14]2[CH:19]=[CH:18][CH:17]=[C:16]([NH:20][CH2:21][C:22]3[CH:27]=[CH:26][C:25]([F:28])=[CH:24][CH:23]=3)[C:15]=2[CH2:29][NH2:30])[CH2:10][CH2:9]1)=[O:7])([CH3:4])([CH3:3])[CH3:2].CCN(CC)CC.Cl[C:39](Cl)([O:41]C(=O)OC(Cl)(Cl)Cl)Cl. Product: [C:1]([O:5][C:6]([N:8]1[CH2:13][CH2:12][N:11]([C:14]2[CH:19]=[CH:18][CH:17]=[C:16]3[C:15]=2[CH2:29][NH:30][C:39](=[O:41])[N:20]3[CH2:21][C:22]2[CH:27]=[CH:26][C:25]([F:28])=[CH:24][CH:23]=2)[CH2:10][CH2:9]1)=[O:7])([CH3:4])([CH3:2])[CH3:3]. The catalyst class is: 2. (2) Reactant: Cl[C:2]1[CH:3]=[CH:4][C:5]2[N:6]([C:8]([CH2:11][C:12]3[CH:13]=[C:14]4[C:19](=[CH:20][CH:21]=3)[N:18]=[CH:17][CH:16]=[CH:15]4)=[N:9][N:10]=2)[N:7]=1.[F:22][C:23]1[CH:24]=[C:25]([OH:30])[CH:26]=[CH:27][C:28]=1[F:29].C([O-])([O-])=O.[Cs+].[Cs+]. Product: [F:22][C:23]1[CH:24]=[C:25]([CH:26]=[CH:27][C:28]=1[F:29])[O:30][C:2]1[CH:3]=[CH:4][C:5]2[N:6]([C:8]([CH2:11][C:12]3[CH:13]=[C:14]4[C:19](=[CH:20][CH:21]=3)[N:18]=[CH:17][CH:16]=[CH:15]4)=[N:9][N:10]=2)[N:7]=1. The catalyst class is: 16. (3) The catalyst class is: 51. Reactant: [N:1]([CH2:4][C@@H:5]1[C@H:9]2[O:10][C:11]([CH3:14])([CH3:13])[O:12][C@H:8]2[C@H:7]([N:15]2[C:19]3[N:20]=[CH:21][N:22]=[C:23](Cl)[C:18]=3[CH:17]=[CH:16]2)[CH2:6]1)=[N+:2]=[N-:3].[CH3:25][O:26][C:27]1[CH:34]=[C:33]([O:35][CH3:36])[CH:32]=[CH:31][C:28]=1[CH2:29][NH2:30].C(N(CC)C(C)C)(C)C. Product: [N:1]([CH2:4][C@@H:5]1[C@H:9]2[O:10][C:11]([CH3:14])([CH3:13])[O:12][C@H:8]2[C@H:7]([N:15]2[C:19]3[N:20]=[CH:21][N:22]=[C:23]([NH:30][CH2:29][C:28]4[CH:31]=[CH:32][C:33]([O:35][CH3:36])=[CH:34][C:27]=4[O:26][CH3:25])[C:18]=3[CH:17]=[CH:16]2)[CH2:6]1)=[N+:2]=[N-:3]. (4) Reactant: C[O:2][C:3](=[O:42])[CH2:4][C@H:5]1[CH2:10][CH2:9][C@H:8]([C:11]2[CH:16]=[CH:15][C:14]([NH:17][C:18](=[O:41])[CH2:19][CH2:20][NH:21][C:22]([C:24]3[N:25]=[C:26]([C:33]4[C:38]([Cl:39])=[CH:37][CH:36]=[CH:35][C:34]=4[Cl:40])[O:27][C:28]=3[C:29]([F:32])([F:31])[F:30])=[O:23])=[CH:13][CH:12]=2)[CH2:7][CH2:6]1.[OH-].[Na+:44]. Product: [Na+:44].[Cl:39][C:38]1[CH:37]=[CH:36][CH:35]=[C:34]([Cl:40])[C:33]=1[C:26]1[O:27][C:28]([C:29]([F:32])([F:30])[F:31])=[C:24]([C:22]([NH:21][CH2:20][CH2:19][C:18]([NH:17][C:14]2[CH:15]=[CH:16][C:11]([C@H:8]3[CH2:7][CH2:6][C@H:5]([CH2:4][C:3]([O-:42])=[O:2])[CH2:10][CH2:9]3)=[CH:12][CH:13]=2)=[O:41])=[O:23])[N:25]=1. The catalyst class is: 20. (5) Reactant: [CH2:1]([N:8]([CH2:17][C:18]1[CH:23]=[CH:22][CH:21]=[CH:20][CH:19]=1)[C@H:9]1[CH2:14][CH2:13][NH:12][CH2:11][C@H:10]1[O:15][CH3:16])[C:2]1[CH:7]=[CH:6][CH:5]=[CH:4][CH:3]=1.Br[CH:25]([OH:27])[CH3:26].C(N(CC)C(C)C)(C)C.C(OC(N[C@@H]1CCN(CCO)C[C@@H]1C(OC)=O)=O)C1C=CC=CC=1. Product: [CH2:17]([N:8]([CH2:1][C:2]1[CH:3]=[CH:4][CH:5]=[CH:6][CH:7]=1)[C@H:9]1[CH2:14][CH2:13][N:12]([CH2:26][CH2:25][OH:27])[CH2:11][C@H:10]1[O:15][CH3:16])[C:18]1[CH:23]=[CH:22][CH:21]=[CH:20][CH:19]=1. The catalyst class is: 98. (6) Reactant: [CH2:1]([O:3][C:4](=[O:11])[C:5]([CH3:10])([CH3:9])C(O)=O)[CH3:2].C1C=CC(P([N:26]=[N+]=[N-])(C2C=CC=CC=2)=O)=CC=1.[Cl:29][C:30]1[CH:31]=[C:32]([C:37]2[C:45]([C:46]([NH2:48])=[O:47])=[C:40]3[CH2:41][NH:42][CH2:43][CH2:44][N:39]3[N:38]=2)[CH:33]=[CH:34][C:35]=1[F:36].C1[CH2:53][O:52]CC1. Product: [C:46]([C:45]1[C:37]([C:32]2[CH:33]=[CH:34][C:35]([F:36])=[C:30]([Cl:29])[CH:31]=2)=[N:38][N:39]2[CH2:44][CH2:43][N:42]([C:53]([NH:26][C:5]([CH3:9])([CH3:10])[C:4]([O:3][CH2:1][CH3:2])=[O:11])=[O:52])[CH2:41][C:40]=12)(=[O:47])[NH2:48]. The catalyst class is: 11.